From a dataset of NCI-60 drug combinations with 297,098 pairs across 59 cell lines. Regression. Given two drug SMILES strings and cell line genomic features, predict the synergy score measuring deviation from expected non-interaction effect. Drug 1: CC1=C2C(C(=O)C3(C(CC4C(C3C(C(C2(C)C)(CC1OC(=O)C(C(C5=CC=CC=C5)NC(=O)OC(C)(C)C)O)O)OC(=O)C6=CC=CC=C6)(CO4)OC(=O)C)OC)C)OC. Drug 2: CC1C(C(CC(O1)OC2CC(CC3=C2C(=C4C(=C3O)C(=O)C5=CC=CC=C5C4=O)O)(C(=O)C)O)N)O. Cell line: OVCAR-5. Synergy scores: CSS=32.6, Synergy_ZIP=-11.9, Synergy_Bliss=-17.2, Synergy_Loewe=-11.2, Synergy_HSA=-9.96.